This data is from Forward reaction prediction with 1.9M reactions from USPTO patents (1976-2016). The task is: Predict the product of the given reaction. (1) Given the reactants C[O:2][C:3](=[O:40])[CH2:4][O:5][C:6]1[CH:11]=[CH:10][C:9]([C:12]([C:17]2[CH:22]=[CH:21][C:20]([CH2:23][CH2:24][CH:25]([O:30][Si:31]([C:34]([CH3:37])([CH3:36])[CH3:35])([CH3:33])[CH3:32])[C:26]([CH3:29])([CH3:28])[CH3:27])=[C:19]([CH3:38])[CH:18]=2)([CH2:15][CH3:16])[CH2:13][CH3:14])=[CH:8][C:7]=1[CH3:39].[OH-].[Na+].Cl, predict the reaction product. The product is: [C:34]([Si:31]([CH3:32])([CH3:33])[O:30][CH:25]([C:26]([CH3:29])([CH3:28])[CH3:27])[CH2:24][CH2:23][C:20]1[CH:21]=[CH:22][C:17]([C:12]([C:9]2[CH:10]=[CH:11][C:6]([O:5][CH2:4][C:3]([OH:40])=[O:2])=[C:7]([CH3:39])[CH:8]=2)([CH2:13][CH3:14])[CH2:15][CH3:16])=[CH:18][C:19]=1[CH3:38])([CH3:35])([CH3:37])[CH3:36]. (2) The product is: [Cl:30][C:27]1[CH:28]=[CH:29][C:24]([CH:14]([C@@H:13]([CH3:20])[C:12]([F:21])([F:22])[F:11])[C:15]([O:17][CH2:18][CH3:19])=[O:16])=[C:25]([F:31])[CH:26]=1. Given the reactants C[Si](C)(C)[N-][Si](C)(C)C.[Li+].[F:11][C:12]([F:22])([F:21])[C@H:13]([CH3:20])[CH2:14][C:15]([O:17][CH2:18][CH3:19])=[O:16].Br[C:24]1[CH:29]=[CH:28][C:27]([Cl:30])=[CH:26][C:25]=1[F:31].C1(P(C2CCCCC2)C2C=CC=CC=2C2C=CC=CC=2N(C)C)CCCCC1, predict the reaction product. (3) Given the reactants C(OC([NH:8][C:9]1[C:49]([CH3:50])=[CH:48][C:12]([O:13][C:14]2[CH:15]=[CH:16][C:17]([NH:29][C:30](=O)[CH2:31][O:32][C:33]3[CH:38]=[CH:37][C:36]([CH2:39][CH:40]4[S:44][C:43](=[O:45])[NH:42][C:41]4=[O:46])=[CH:35][CH:34]=3)=[C:18]([N:20]([CH3:28])C(=O)OC(C)(C)C)[CH:19]=2)=[CH:11][C:10]=1[CH3:51])=O)(C)(C)C.Cl, predict the reaction product. The product is: [NH2:8][C:9]1[C:49]([CH3:50])=[CH:48][C:12]([O:13][C:14]2[CH:15]=[CH:16][C:17]3[N:29]=[C:30]([CH2:31][O:32][C:33]4[CH:34]=[CH:35][C:36]([CH2:39][CH:40]5[S:44][C:43](=[O:45])[NH:42][C:41]5=[O:46])=[CH:37][CH:38]=4)[N:20]([CH3:28])[C:18]=3[CH:19]=2)=[CH:11][C:10]=1[CH3:51]. (4) Given the reactants [Na+].[C:2]([C:5]1[N:6]=[C:7]([N:10]2[CH2:13][CH:12]([S:14][C:15]3[C@H:16]([CH3:29])[C@@H:17]4[C@@H:24]([C@H:25]([OH:27])[CH3:26])[C:23](=[O:28])[N:18]4[C:19]=3[C:20]([O-:22])=[O:21])[CH2:11]2)[S:8][CH:9]=1)(=[O:4])[NH2:3].[CH2:30](I)[CH3:31].C(OCC)(=O)C.C(OCC)C, predict the reaction product. The product is: [C:2]([C:5]1[N:6]=[C:7]([N:10]2[CH2:13][CH:12]([S:14][C:15]3[C@H:16]([CH3:29])[C@@H:17]4[C@@H:24]([C@H:25]([OH:27])[CH3:26])[C:23](=[O:28])[N:18]4[C:19]=3[C:20]([O:22][CH2:30][CH3:31])=[O:21])[CH2:11]2)[S:8][CH:9]=1)(=[O:4])[NH2:3]. (5) Given the reactants [C:1]([C:3]1[C:8]2=[CH:9][CH:10]=[C:11]3[C:20]([N:19]=[C:18]4[C:13]([CH:14]=[CH:15][CH:16]=[C:17]4[C:21]([OH:23])=O)=[N:12]3)=[C:7]2[CH:6]=[CH:5][CH:4]=1)#[N:2].[CH3:24][N:25]([CH3:29])[CH2:26][CH2:27][NH2:28], predict the reaction product. The product is: [CH3:24][N:25]([CH3:29])[CH2:26][CH2:27][NH:28][C:21]([C:17]1[C:18]2[C:13](=[N:12][C:11]3[C:20]([N:19]=2)=[C:7]2[CH:6]=[CH:5][CH:4]=[C:3]([C:1]#[N:2])[C:8]2=[CH:9][CH:10]=3)[CH:14]=[CH:15][CH:16]=1)=[O:23]. (6) Given the reactants Cl[CH2:2][C:3]1[S:7][C:6]([NH:8][C:9](=[O:11])[CH3:10])=[N:5][CH:4]=1.Cl.[CH:13]1[C:22]2[C:17](=[CH:18][CH:19]=[CH:20][CH:21]=2)[CH:16]=[CH:15][C:14]=1[CH2:23][CH:24]1[CH2:29][CH2:28][NH:27][CH2:26][CH2:25]1.CCN(C(C)C)C(C)C, predict the reaction product. The product is: [CH:13]1[C:22]2[C:17](=[CH:18][CH:19]=[CH:20][CH:21]=2)[CH:16]=[CH:15][C:14]=1[CH2:23][CH:24]1[CH2:29][CH2:28][N:27]([CH2:2][C:3]2[S:7][C:6]([NH:8][C:9](=[O:11])[CH3:10])=[N:5][CH:4]=2)[CH2:26][CH2:25]1.